This data is from Full USPTO retrosynthesis dataset with 1.9M reactions from patents (1976-2016). The task is: Predict the reactants needed to synthesize the given product. (1) Given the product [Cl:18][CH2:17][CH2:16][CH2:15][CH2:14][C:13]1[N:12]([CH2:19][CH2:20][CH3:21])[N:11]=[C:10]2[C:9]=1[C:4]1[CH:5]=[CH:6][CH:7]=[CH:8][C:3]=1[N:2]=[C:22]2[NH2:23], predict the reactants needed to synthesize it. The reactants are: Cl.[NH2:2][C:3]1[CH:8]=[CH:7][CH:6]=[CH:5][C:4]=1[C:9]1[C:10]([C:22]#[N:23])=[N:11][N:12]([CH2:19][CH2:20][CH3:21])[C:13]=1[CH2:14][CH2:15][CH2:16][CH2:17][Cl:18]. (2) Given the product [CH2:1]([O:3][C:4]([C:6]1[C:15](=[O:16])[C:14]2[C:9]3=[C:10]([CH2:17][CH2:18][CH2:19][N:8]3[CH:7]=1)[CH:11]=[CH:12][C:13]=2[N+:25]([O-:27])=[O:26])=[O:5])[CH3:2], predict the reactants needed to synthesize it. The reactants are: [CH2:1]([O:3][C:4]([C:6]1[C:15](=[O:16])[C:14]2[C:9]3=[C:10]([CH2:17][CH2:18][CH2:19][N:8]3[CH:7]=1)[CH:11]=[CH:12][CH:13]=2)=[O:5])[CH3:2].OS(O)(=O)=O.[N+:25]([O-])([OH:27])=[O:26]. (3) Given the product [CH3:1][C:2]1[N:6]=[C:5]([C:7]2[S:11][C:10]([NH:12][C:19](=[O:21])[CH3:20])=[N:9][C:8]=2[C:13]2[CH:14]=[CH:15][CH:16]=[CH:17][CH:18]=2)[O:4][N:3]=1, predict the reactants needed to synthesize it. The reactants are: [CH3:1][C:2]1[N:6]=[C:5]([C:7]2[S:11][C:10]([NH2:12])=[N:9][C:8]=2[C:13]2[CH:18]=[CH:17][CH:16]=[CH:15][CH:14]=2)[O:4][N:3]=1.[C:19](Cl)(=[O:21])[CH3:20].